From a dataset of Reaction yield outcomes from USPTO patents with 853,638 reactions. Predict the reaction yield, written as a fraction of the theoretical maximum amount of product (1.0 means a 100% yield; for example, 0.34 means a 34% yield). (1) The reactants are [N:1]1([CH2:5][CH:6]2[CH2:9][N:8]([C:10]([C:12]3[CH:13]=[C:14]([CH:27]=[CH:28][C:29]=3[F:30])[CH2:15][C:16]3[C:25]4[C:20](=[CH:21][CH:22]=[CH:23][CH:24]=4)[C:19](=[O:26])[NH:18][N:17]=3)=[O:11])[CH2:7]2)[CH2:4][CH2:3][CH2:2]1.[ClH:31]. No catalyst specified. The product is [ClH:31].[N:1]1([CH2:5][CH:6]2[CH2:9][N:8]([C:10]([C:12]3[CH:13]=[C:14]([CH:27]=[CH:28][C:29]=3[F:30])[CH2:15][C:16]3[C:25]4[C:20](=[CH:21][CH:22]=[CH:23][CH:24]=4)[C:19](=[O:26])[NH:18][N:17]=3)=[O:11])[CH2:7]2)[CH2:2][CH2:3][CH2:4]1. The yield is 0.950. (2) The reactants are [C:1]([C:3]1[CH:8]=[CH:7][C:6]([CH:9]2[CH2:14][CH2:13][N:12]([C:15]([C:17]3[CH:18]=[CH:19][C:20]([CH3:37])=[C:21]([NH:23][S:24]([C:27]4[CH:28]=[C:29]([CH:34]=[CH:35][CH:36]=4)[C:30]([O:32]C)=[O:31])(=[O:26])=[O:25])[CH:22]=3)=[O:16])[CH2:11][CH2:10]2)=[CH:5][CH:4]=1)#[N:2].O.[OH-].[Li+]. The catalyst is C1COCC1.O. The product is [C:1]([C:3]1[CH:8]=[CH:7][C:6]([CH:9]2[CH2:14][CH2:13][N:12]([C:15]([C:17]3[CH:18]=[CH:19][C:20]([CH3:37])=[C:21]([NH:23][S:24]([C:27]4[CH:28]=[C:29]([CH:34]=[CH:35][CH:36]=4)[C:30]([OH:32])=[O:31])(=[O:26])=[O:25])[CH:22]=3)=[O:16])[CH2:11][CH2:10]2)=[CH:5][CH:4]=1)#[N:2]. The yield is 0.680. (3) The reactants are Br[C:2]1[CH:3]=[N:4][C:5]2[C:10]([CH:11]=1)=[C:9]([F:12])[C:8]([CH2:13][C:14]([NH:16][NH2:17])=[O:15])=[CH:7][CH:6]=2.[CH3:18][N:19]1[CH:23]=[C:22](B2OC(C)(C)C(C)(C)O2)[CH:21]=[N:20]1.C([O-])([O-])=O.[K+].[K+].O. The catalyst is C1C=CC(P(C2C=CC=CC=2)[C-]2C=CC=C2)=CC=1.C1C=CC(P(C2C=CC=CC=2)[C-]2C=CC=C2)=CC=1.Cl[Pd]Cl.[Fe+2].O1CCOCC1. The product is [CH3:18][N:19]1[CH:23]=[C:22]([C:2]2[CH:3]=[N:4][C:5]3[C:10]([CH:11]=2)=[C:9]([F:12])[C:8]([CH2:13][C:14]([NH:16][NH2:17])=[O:15])=[CH:7][CH:6]=3)[CH:21]=[N:20]1. The yield is 0.890. (4) The reactants are [Cl:1][C:2]1[CH:3]=[CH:4][C:5]([CH3:8])=[N:6][CH:7]=1.[Br:9]N1C(=O)CCC1=O.N(C(C)(C)C#N)=NC(C)(C)C#N. The catalyst is C(Cl)(Cl)(Cl)Cl. The product is [Br:9][CH2:8][C:5]1[CH:4]=[CH:3][C:2]([Cl:1])=[CH:7][N:6]=1. The yield is 0.600. (5) The reactants are [CH3:1][O:2][C:3]1[CH:8]=[CH:7][C:6]([C:9]2[C:10]([O:20][C:21]3[CH:26]=[CH:25][C:24]([O:27][CH2:28][CH2:29][CH2:30][CH2:31][S:32][CH2:33][CH2:34][CH2:35][C:36]([F:42])([F:41])[C:37]([F:40])([F:39])[F:38])=[CH:23][CH:22]=3)=[C:11]3[C:16](=[CH:17][CH:18]=2)[CH:15]=[C:14]([OH:19])[CH:13]=[CH:12]3)=[CH:5][CH:4]=1.I([O-])(=O)(=O)=[O:44].[Na+]. The catalyst is CO.O. The product is [CH3:1][O:2][C:3]1[CH:4]=[CH:5][C:6]([C:9]2[C:10]([O:20][C:21]3[CH:26]=[CH:25][C:24]([O:27][CH2:28][CH2:29][CH2:30][CH2:31][S:32]([CH2:33][CH2:34][CH2:35][C:36]([F:41])([F:42])[C:37]([F:40])([F:39])[F:38])=[O:44])=[CH:23][CH:22]=3)=[C:11]3[C:16](=[CH:17][CH:18]=2)[CH:15]=[C:14]([OH:19])[CH:13]=[CH:12]3)=[CH:7][CH:8]=1. The yield is 0.580. (6) The reactants are [F:1][C:2]([F:11])([F:10])[C:3]1[CH:8]=[CH:7][N:6]=[CH:5][C:4]=1[NH2:9].[H-].[Na+].[N:14]([C:17]1[CH:22]=[CH:21][C:20]([C:23]2[N:27]=[CH:26][N:25]([C:28]3[CH:33]=[CH:32][C:31]([O:34][C:35]([F:38])([F:37])[F:36])=[CH:30][CH:29]=3)[N:24]=2)=[CH:19][CH:18]=1)=[C:15]=[S:16]. The catalyst is O1CCCC1. The product is [F:38][C:35]([F:36])([F:37])[O:34][C:31]1[CH:30]=[CH:29][C:28]([N:25]2[CH:26]=[N:27][C:23]([C:20]3[CH:21]=[CH:22][C:17]([NH:14][C:15]([NH:9][C:4]4[CH:5]=[N:6][CH:7]=[CH:8][C:3]=4[C:2]([F:1])([F:10])[F:11])=[S:16])=[CH:18][CH:19]=3)=[N:24]2)=[CH:33][CH:32]=1. The yield is 0.160. (7) The reactants are [ClH:1].[NH2:2][C@H:3]([C:8]([OH:10])=[O:9])[CH2:4][CH2:5][CH2:6][NH2:7].[CH3:11]O. No catalyst specified. The product is [ClH:1].[CH3:11][O:9][C:8](=[O:10])[C@H:3]([CH2:4][CH2:5][CH2:6][NH2:7])[NH2:2]. The yield is 0.970. (8) The reactants are C[O:2][C:3](=[O:45])[C:4]1[CH:9]=[CH:8][C:7]([O:10][C:11]2[CH:16]=[CH:15][C:14]([CH2:17][C@@H:18]([C:28]3[N:29]([CH2:41][CH2:42][CH2:43][CH3:44])[CH:30]=[C:31]([C:33]4[CH:38]=[CH:37][C:36]([Cl:39])=[CH:35][C:34]=4[Cl:40])[N:32]=3)[NH:19][C:20](=[O:27])[CH2:21][CH2:22][CH2:23][C:24]([OH:26])=O)=[CH:13][CH:12]=2)=[CH:6][CH:5]=1.[F:46][C:47]1[CH:48]=[C:49]([CH:52]=[CH:53][CH:54]=1)[CH2:50][NH2:51]. No catalyst specified. The product is [CH2:41]([N:29]1[CH:30]=[C:31]([C:33]2[CH:38]=[CH:37][C:36]([Cl:39])=[CH:35][C:34]=2[Cl:40])[N:32]=[C:28]1[C@@H:18]([NH:19][C:20](=[O:27])[CH2:21][CH2:22][CH2:23][C:24](=[O:26])[NH:51][CH2:50][C:49]1[CH:52]=[CH:53][CH:54]=[C:47]([F:46])[CH:48]=1)[CH2:17][C:14]1[CH:13]=[CH:12][C:11]([O:10][C:7]2[CH:6]=[CH:5][C:4]([C:3]([OH:2])=[O:45])=[CH:9][CH:8]=2)=[CH:16][CH:15]=1)[CH2:42][CH2:43][CH3:44]. The yield is 0.780.